From a dataset of NCI-60 drug combinations with 297,098 pairs across 59 cell lines. Regression. Given two drug SMILES strings and cell line genomic features, predict the synergy score measuring deviation from expected non-interaction effect. (1) Drug 1: CC12CCC(CC1=CCC3C2CCC4(C3CC=C4C5=CN=CC=C5)C)O. Drug 2: CS(=O)(=O)CCNCC1=CC=C(O1)C2=CC3=C(C=C2)N=CN=C3NC4=CC(=C(C=C4)OCC5=CC(=CC=C5)F)Cl. Cell line: HOP-62. Synergy scores: CSS=3.50, Synergy_ZIP=-1.11, Synergy_Bliss=0.822, Synergy_Loewe=-0.919, Synergy_HSA=-0.428. (2) Drug 1: CN1C(=O)N2C=NC(=C2N=N1)C(=O)N. Drug 2: C1=CC=C(C=C1)NC(=O)CCCCCCC(=O)NO. Cell line: EKVX. Synergy scores: CSS=-8.23, Synergy_ZIP=-0.911, Synergy_Bliss=-10.2, Synergy_Loewe=-12.4, Synergy_HSA=-14.3. (3) Drug 1: CS(=O)(=O)C1=CC(=C(C=C1)C(=O)NC2=CC(=C(C=C2)Cl)C3=CC=CC=N3)Cl. Drug 2: C1=C(C(=O)NC(=O)N1)N(CCCl)CCCl. Cell line: SK-MEL-28. Synergy scores: CSS=6.34, Synergy_ZIP=-1.03, Synergy_Bliss=0.699, Synergy_Loewe=-12.4, Synergy_HSA=-5.49. (4) Drug 1: C1=CC(=CC=C1CC(C(=O)O)N)N(CCCl)CCCl.Cl. Drug 2: CC1=C2C(C(=O)C3(C(CC4C(C3C(C(C2(C)C)(CC1OC(=O)C(C(C5=CC=CC=C5)NC(=O)C6=CC=CC=C6)O)O)OC(=O)C7=CC=CC=C7)(CO4)OC(=O)C)O)C)OC(=O)C. Cell line: SW-620. Synergy scores: CSS=37.2, Synergy_ZIP=-3.73, Synergy_Bliss=0.0866, Synergy_Loewe=-21.9, Synergy_HSA=-0.878. (5) Drug 2: CC1C(C(=O)NC(C(=O)N2CCCC2C(=O)N(CC(=O)N(C(C(=O)O1)C(C)C)C)C)C(C)C)NC(=O)C3=C4C(=C(C=C3)C)OC5=C(C(=O)C(=C(C5=N4)C(=O)NC6C(OC(=O)C(N(C(=O)CN(C(=O)C7CCCN7C(=O)C(NC6=O)C(C)C)C)C)C(C)C)C)N)C. Cell line: T-47D. Synergy scores: CSS=10.1, Synergy_ZIP=0.539, Synergy_Bliss=0.697, Synergy_Loewe=1.46, Synergy_HSA=0.0433. Drug 1: C1=CC(=CC=C1C#N)C(C2=CC=C(C=C2)C#N)N3C=NC=N3. (6) Drug 1: C1CC(=O)NC(=O)C1N2CC3=C(C2=O)C=CC=C3N. Drug 2: CN(C)N=NC1=C(NC=N1)C(=O)N. Cell line: M14. Synergy scores: CSS=-3.04, Synergy_ZIP=1.88, Synergy_Bliss=-0.370, Synergy_Loewe=-3.66, Synergy_HSA=-4.42. (7) Drug 1: CN(CC1=CN=C2C(=N1)C(=NC(=N2)N)N)C3=CC=C(C=C3)C(=O)NC(CCC(=O)O)C(=O)O. Drug 2: C1CC(=O)NC(=O)C1N2C(=O)C3=CC=CC=C3C2=O. Cell line: K-562. Synergy scores: CSS=51.5, Synergy_ZIP=0.225, Synergy_Bliss=-0.415, Synergy_Loewe=0.178, Synergy_HSA=1.46. (8) Drug 1: CN(C)C1=NC(=NC(=N1)N(C)C)N(C)C. Drug 2: C1=CC(=CC=C1CCCC(=O)O)N(CCCl)CCCl. Cell line: U251. Synergy scores: CSS=25.3, Synergy_ZIP=-1.25, Synergy_Bliss=-3.35, Synergy_Loewe=-18.2, Synergy_HSA=-5.21. (9) Drug 1: C1=NC2=C(N1)C(=S)N=CN2. Drug 2: CC1C(C(CC(O1)OC2CC(CC3=C2C(=C4C(=C3O)C(=O)C5=CC=CC=C5C4=O)O)(C(=O)C)O)N)O. Cell line: SF-539. Synergy scores: CSS=49.5, Synergy_ZIP=-2.63, Synergy_Bliss=0.673, Synergy_Loewe=-10.5, Synergy_HSA=3.72.